This data is from Reaction yield outcomes from USPTO patents with 853,638 reactions. The task is: Predict the reaction yield, written as a fraction of the theoretical maximum amount of product (1.0 means a 100% yield; for example, 0.34 means a 34% yield). (1) The reactants are [CH2:1]([O:5][C:6]1[CH:7]=[C:8]2[C:12](=[CH:13][C:14]=1[C:15]([CH3:18])([CH3:17])[CH3:16])[C:11](=[O:19])[CH:10]([CH3:20])[CH2:9]2)[CH:2]([CH3:4])[CH3:3].CC([O-])=O.[Na+].ClCCl.[Br:29]Br.[O-]S([O-])=O.[Na+].[Na+]. The catalyst is [I-].C([N+](CC)(CC)CC)C.O. The product is [Br:29][C:7]1[C:6]([O:5][CH2:1][CH:2]([CH3:4])[CH3:3])=[C:14]([C:15]([CH3:17])([CH3:16])[CH3:18])[CH:13]=[C:12]2[C:8]=1[CH2:9][CH:10]([CH3:20])[C:11]2=[O:19]. The yield is 0.980. (2) The reactants are [CH3:1][O:2][C:3]1[CH:4]=[C:5]2[C:10](=[CH:11][CH:12]=1)[N:9]=[CH:8][CH:7]=[C:6]2[N:13]1[CH2:18][CH2:17][CH:16]([CH2:19][CH2:20][NH2:21])[CH2:15][CH2:14]1.[O-]S([O-])(=O)=O.[Na+].[Na+].[O:29]=[C:30]1[NH:35][C:34]2[N:36]=[C:37]([CH:40]=O)[CH:38]=[CH:39][C:33]=2[S:32][CH2:31]1.[BH4-].[Na+]. The catalyst is C(Cl)Cl.CCO.C(Cl)(Cl)Cl.CO. The product is [CH3:1][O:2][C:3]1[CH:4]=[C:5]2[C:10](=[CH:11][CH:12]=1)[N:9]=[CH:8][CH:7]=[C:6]2[N:13]1[CH2:18][CH2:17][CH:16]([CH2:19][CH2:20][NH:21][CH2:40][C:37]2[CH:38]=[CH:39][C:33]3[S:32][CH2:31][C:30](=[O:29])[NH:35][C:34]=3[N:36]=2)[CH2:15][CH2:14]1. The yield is 0.860. (3) The reactants are [Cl:1][C:2]1[CH:10]=[CH:9][C:5]([C:6]([NH2:8])=O)=[C:4](OCC(C)C)[N:3]=1.[N:16]1[CH:21]=[CH:20][CH:19]=CC=1.O=P(Cl)(Cl)Cl.[OH-].[Na+].[C:29](#N)C. The product is [Cl:1][C:2]1[CH:10]=[CH:9][C:5]([C:6]#[N:8])=[C:4]([NH:16][CH2:21][CH:20]([CH3:29])[CH3:19])[N:3]=1. The yield is 0.910. The catalyst is CCOC(C)=O. (4) The reactants are P(Cl)(Cl)(Cl)=O.[F:6][C:7]1[C:13]([F:14])=[CH:12][CH:11]=[CH:10][C:8]=1[NH2:9].[CH2:15]([O:22][C:23]1[CH:32]=[C:31]2[C:26]([C:27]([NH:33][C:34]3[CH:38]=[C:37]([CH2:39][C:40](O)=[O:41])[NH:36][N:35]=3)=[N:28][CH:29]=[N:30]2)=[CH:25][CH:24]=1)[C:16]1[CH:21]=[CH:20][CH:19]=[CH:18][CH:17]=1. The catalyst is N1C=CC=CC=1. The product is [CH2:15]([O:22][C:23]1[CH:32]=[C:31]2[C:26]([C:27]([NH:33][C:34]3[CH:38]=[C:37]([CH2:39][C:40]([NH:9][C:8]4[CH:10]=[CH:11][CH:12]=[C:13]([F:14])[C:7]=4[F:6])=[O:41])[NH:36][N:35]=3)=[N:28][CH:29]=[N:30]2)=[CH:25][CH:24]=1)[C:16]1[CH:21]=[CH:20][CH:19]=[CH:18][CH:17]=1. The yield is 1.00. (5) The reactants are C([O:8][C:9]1[CH:18]=[C:17]([NH:19][C:20](=[O:51])[CH2:21][CH:22]([C:41]2[CH:50]=[CH:49][C:48]3[C:43](=[CH:44][CH:45]=[CH:46][CH:47]=3)[CH:42]=2)[CH2:23][NH:24][S:25]([C:28]2[CH:33]=[CH:32][C:31]([O:34][C:35]3[CH:40]=[CH:39][CH:38]=[CH:37][CH:36]=3)=[CH:30][CH:29]=2)(=[O:27])=[O:26])[CH:16]=[CH:15][C:10]=1[C:11]([O:13][CH3:14])=[O:12])C1C=CC=CC=1.C([O-])=O.[NH4+]. The catalyst is CO.[Pd]. The product is [OH:8][C:9]1[CH:18]=[C:17]([NH:19][C:20](=[O:51])[CH2:21][CH:22]([C:41]2[CH:50]=[CH:49][C:48]3[C:43](=[CH:44][CH:45]=[CH:46][CH:47]=3)[CH:42]=2)[CH2:23][NH:24][S:25]([C:28]2[CH:29]=[CH:30][C:31]([O:34][C:35]3[CH:40]=[CH:39][CH:38]=[CH:37][CH:36]=3)=[CH:32][CH:33]=2)(=[O:27])=[O:26])[CH:16]=[CH:15][C:10]=1[C:11]([O:13][CH3:14])=[O:12]. The yield is 0.700.